Dataset: Reaction yield outcomes from USPTO patents with 853,638 reactions. Task: Predict the reaction yield, written as a fraction of the theoretical maximum amount of product (1.0 means a 100% yield; for example, 0.34 means a 34% yield). (1) The reactants are [Br:1]C1C=C(OC)C(N2CCN(C)CC2)=NC=1.[CH3:17][O:18][C:19]1[CH:24]=[CH:23][N:22]=[C:21]([N:25]2[CH2:30][CH2:29][N:28]([CH3:31])[CH2:27][C@@H:26]2[CH3:32])[CH:20]=1. No catalyst specified. The product is [Br:1][C:24]1[C:19]([O:18][CH3:17])=[CH:20][C:21]([N:25]2[CH2:30][CH2:29][N:28]([CH3:31])[CH2:27][C@@H:26]2[CH3:32])=[N:22][CH:23]=1. The yield is 0.800. (2) The reactants are [C:1]([O:5][C:6]([N:8]1[CH2:13][CH2:12][NH:11][CH2:10][CH2:9]1)=[O:7])([CH3:4])([CH3:3])[CH3:2].N1C=CC=CC=1.[F:20][C:21]([F:32])([F:31])[C:22](O[C:22](=[O:23])[C:21]([F:32])([F:31])[F:20])=[O:23]. The catalyst is C(Cl)Cl.C(OCC)(=O)C. The product is [F:20][C:21]([F:32])([F:31])[C:22]([N:11]1[CH2:12][CH2:13][N:8]([C:6]([O:5][C:1]([CH3:4])([CH3:2])[CH3:3])=[O:7])[CH2:9][CH2:10]1)=[O:23]. The yield is 0.990. (3) The catalyst is CC(C)=O. The yield is 0.930. The product is [F:1][C:2]([F:7])([F:6])[C:3]([OH:5])=[O:4].[CH2:43]([N:8]1[C:12]2[CH:13]=[CH:14][CH:15]=[CH:16][C:11]=2[N:10]=[C:9]1[C:17]1[CH:18]=[C:19]([S:23]([C:26]2[CH:27]=[C:28]([C:33]([NH2:35])=[NH:34])[S:29][C:30]=2[S:31][CH3:32])(=[O:25])=[O:24])[CH:20]=[CH:21][CH:22]=1)[CH3:44]. The reactants are [F:1][C:2]([F:7])([F:6])[C:3]([OH:5])=[O:4].[NH:8]1[C:12]2[CH:13]=[CH:14][CH:15]=[CH:16][C:11]=2[N:10]=[C:9]1[C:17]1[CH:18]=[C:19]([S:23]([C:26]2[CH:27]=[C:28]([C:33]([NH2:35])=[NH:34])[S:29][C:30]=2[S:31][CH3:32])(=[O:25])=[O:24])[CH:20]=[CH:21][CH:22]=1.C([O-])([O-])=O.[K+].[K+].I[CH2:43][CH3:44]. (4) The yield is 0.650. The reactants are C(O)(C(F)(F)F)=O.[CH2:8]([O:45][CH:46]1[C@H:50]2[C@H:51](OC3CCCCO3)[N:52](C(OC(C)(C)C)=O)[C:53]3[CH:60]=[CH:59][C:58]([O:61][CH3:62])=[CH:57][C:54]=3[C:55](=[O:56])[N:49]2[CH2:48][CH2:47]1)[CH2:9][CH2:10][CH2:11][CH2:12][O:13][CH:14]1[C@H:18]2[C@H:19](OC3CCCCO3)[N:20](C(OC(C)(C)C)=O)[C:21]3[CH:28]=[CH:27][C:26]([O:29][CH3:30])=[CH:25][C:22]=3[C:23](=[O:24])[N:17]2[CH2:16][CH2:15]1.C([O-])(O)=O.[Na+]. The product is [CH2:8]([O:45][CH:46]1[C@@H:50]2[CH:51]=[N:52][C:53]3[CH:60]=[CH:59][C:58]([O:61][CH3:62])=[CH:57][C:54]=3[C:55](=[O:56])[N:49]2[CH2:48][CH2:47]1)[CH2:9][CH2:10][CH2:11][CH2:12][O:13][CH:14]1[C@@H:18]2[CH:19]=[N:20][C:21]3[CH:28]=[CH:27][C:26]([O:29][CH3:30])=[CH:25][C:22]=3[C:23](=[O:24])[N:17]2[CH2:16][CH2:15]1. The catalyst is CO.C(Cl)(Cl)Cl. (5) The reactants are [NH2:1][C:2]1[CH:9]=[CH:8][C:7]([Cl:10])=[CH:6][C:3]=1[CH:4]=O.CC1(C)[O:17][C:16](=O)[CH:15]=[C:14]([CH3:19])[O:13]1. No catalyst specified. The product is [C:14]([C:15]1[C:16](=[O:17])[NH:1][C:2]2[C:3]([CH:4]=1)=[CH:6][C:7]([Cl:10])=[CH:8][CH:9]=2)(=[O:13])[CH3:19]. The yield is 0.463. (6) The reactants are [CH2:1]([O:8][C:9](=[O:16])[C@@H:10]([CH2:12][CH:13]([CH3:15])[CH3:14])[NH2:11])[C:2]1[CH:7]=[CH:6][CH:5]=[CH:4][CH:3]=1.[CH2:17]1[CH2:23][S:20](=[O:22])(=[O:21])[O:19][CH2:18]1. The catalyst is C(#N)C.CO. The product is [CH2:1]([O:8][C:9]([C@H:10]([NH:11][CH:23]([S:20]([OH:22])(=[O:21])=[O:19])[CH2:17][CH3:18])[CH2:12][CH:13]([CH3:14])[CH3:15])=[O:16])[C:2]1[CH:7]=[CH:6][CH:5]=[CH:4][CH:3]=1. The yield is 0.490. (7) The reactants are [NH2:1][CH2:2][CH2:3][C@@:4]1([C:27]2[CH:32]=[CH:31][C:30]([F:33])=[CH:29][CH:28]=2)[O:9][C:8](=[O:10])[N:7]([C@H:11]([C:13]2[CH:18]=[CH:17][C:16]([C:19]3[CH:24]=[CH:23][C:22]([F:25])=[CH:21][C:20]=3[F:26])=[CH:15][CH:14]=2)[CH3:12])[CH2:6][CH2:5]1.[S:34](N)([NH2:37])(=[O:36])=[O:35]. The catalyst is O1CCOCC1. The product is [NH2:37][S:34]([NH:1][CH2:2][CH2:3][C@@:4]1([C:27]2[CH:28]=[CH:29][C:30]([F:33])=[CH:31][CH:32]=2)[O:9][C:8](=[O:10])[N:7]([C@H:11]([C:13]2[CH:14]=[CH:15][C:16]([C:19]3[CH:24]=[CH:23][C:22]([F:25])=[CH:21][C:20]=3[F:26])=[CH:17][CH:18]=2)[CH3:12])[CH2:6][CH2:5]1)(=[O:36])=[O:35]. The yield is 0.250.